Dataset: Forward reaction prediction with 1.9M reactions from USPTO patents (1976-2016). Task: Predict the product of the given reaction. (1) Given the reactants F[C:2]1[CH:7]=[CH:6][C:5]([S:8]([CH3:10])=[O:9])=[CH:4][CH:3]=1.[NH:11]1[CH2:16][CH2:15][NH:14][CH2:13][CH2:12]1, predict the reaction product. The product is: [CH3:10][S:8]([C:5]1[CH:6]=[CH:7][C:2]([N:11]2[CH2:16][CH2:15][NH:14][CH2:13][CH2:12]2)=[CH:3][CH:4]=1)=[O:9]. (2) Given the reactants IC1C=CC(C)=CC=1S(O)(=O)=[O:10].OOS([O-])=O.[K+].[C:19]1([CH2:25][CH2:26][CH2:27][CH2:28][OH:29])[CH:24]=[CH:23][CH:22]=[CH:21][CH:20]=1, predict the reaction product. The product is: [C:19]1([CH2:25][CH2:26][CH2:27][C:28]([OH:10])=[O:29])[CH:24]=[CH:23][CH:22]=[CH:21][CH:20]=1. (3) The product is: [F:20][C:21]1[CH:22]=[C:23]([NH:27][C:28]2[C:36]3[C:31](=[CH:32][CH:33]=[C:34]([NH:37][C:15]([C:14]4[CH:9]([C:4]5[CH:5]=[C:6]([F:8])[CH:7]=[C:2]([F:1])[CH:3]=5)[NH:10][C:11](=[O:19])[NH:12][C:13]=4[CH3:18])=[O:17])[CH:35]=3)[NH:30][N:29]=2)[CH:24]=[CH:25][CH:26]=1. Given the reactants [F:1][C:2]1[CH:3]=[C:4]([CH:9]2[C:14]([C:15]([OH:17])=O)=[C:13]([CH3:18])[NH:12][C:11](=[O:19])[NH:10]2)[CH:5]=[C:6]([F:8])[CH:7]=1.[F:20][C:21]1[CH:22]=[C:23]([NH:27][C:28]2[C:36]3[C:31](=[CH:32][CH:33]=[C:34]([NH2:37])[CH:35]=3)[NH:30][N:29]=2)[CH:24]=[CH:25][CH:26]=1.C1CN([P+](Br)(N2CCCC2)N2CCCC2)CC1.F[P-](F)(F)(F)(F)F.C(N(C(C)C)CC)(C)C, predict the reaction product.